From a dataset of Cav3 T-type calcium channel HTS with 100,875 compounds. Binary Classification. Given a drug SMILES string, predict its activity (active/inactive) in a high-throughput screening assay against a specified biological target. (1) The molecule is O=C(N\N=C\c1ncccc1)Cc1ccccc1. The result is 0 (inactive). (2) The result is 0 (inactive). The molecule is O=C(n1c2c(nc1)cccc2)c1c2c(nc(c1)c1ccc(OC)cc1)cccc2. (3) The result is 0 (inactive). The molecule is Oc1c2c3n(CCc3ccc2)c(=O)c1C(=O)NCC.